From a dataset of Catalyst prediction with 721,799 reactions and 888 catalyst types from USPTO. Predict which catalyst facilitates the given reaction. (1) Reactant: [C:1]([Si:5](Cl)([C:12]1[CH:17]=[CH:16][CH:15]=[CH:14][CH:13]=1)[C:6]1[CH:11]=[CH:10][CH:9]=[CH:8][CH:7]=1)([CH3:4])([CH3:3])[CH3:2].[CH3:19][NH:20][CH2:21][CH2:22][OH:23].N1C=CN=C1. Product: [O:23]([CH2:22][CH2:21][NH:20][CH3:19])[Si:5]([C:1]([CH3:4])([CH3:3])[CH3:2])([C:12]1[CH:17]=[CH:16][CH:15]=[CH:14][CH:13]=1)[C:6]1[CH:11]=[CH:10][CH:9]=[CH:8][CH:7]=1. The catalyst class is: 9. (2) Reactant: CC1(C)C(C)(C)[O:5][B:4]([C:9]2[CH:10]=[C:11]3[C:16](=[CH:17][CH:18]=2)[CH2:15][N:14]([C:19]([O:21][CH2:22][C:23]2[CH:28]=[CH:27][CH:26]=[CH:25][CH:24]=2)=[O:20])[CH2:13][CH2:12]3)[O:3]1.Cl. Product: [CH2:22]([O:21][C:19]([N:14]1[CH2:13][CH2:12][C:11]2[C:16](=[CH:17][CH:18]=[C:9]([B:4]([OH:5])[OH:3])[CH:10]=2)[CH2:15]1)=[O:20])[C:23]1[CH:28]=[CH:27][CH:26]=[CH:25][CH:24]=1. The catalyst class is: 20. (3) Reactant: C[O:2][C:3]1[CH:8]=[C:7]([CH2:9][NH:10][C:11]([C:13]2[C:14]3[CH:15]=[N:16][N:17]([C:22]4[CH:27]=[CH:26][C:25]([F:28])=[CH:24][CH:23]=4)[C:18]=3[CH:19]=[CH:20][CH:21]=2)=[O:12])[CH:6]=[CH:5][N:4]=1.Cl.[NH+]1C=CC=CC=1. Product: [O:2]=[C:3]1[CH:8]=[C:7]([CH2:9][NH:10][C:11]([C:13]2[C:14]3[CH:15]=[N:16][N:17]([C:22]4[CH:27]=[CH:26][C:25]([F:28])=[CH:24][CH:23]=4)[C:18]=3[CH:19]=[CH:20][CH:21]=2)=[O:12])[CH:6]=[CH:5][NH:4]1. The catalyst class is: 84. (4) The catalyst class is: 157. Reactant: [F:1][C:2]1[CH:3]=[C:4]([NH:8][CH:9]2[CH2:14][CH2:13][N:12]([C:15]([N:17]([CH3:39])[C:18]3[CH:19]=[CH:20][C:21]([CH2:24][N:25]4[CH2:30][CH2:29][N:28](C(OC(C)(C)C)=O)[C@@H:27]([CH3:38])[CH2:26]4)=[N:22][CH:23]=3)=[O:16])[CH2:11][CH2:10]2)[CH:5]=[CH:6][CH:7]=1. Product: [F:1][C:2]1[CH:3]=[C:4]([NH:8][CH:9]2[CH2:10][CH2:11][N:12]([C:15]([N:17]([CH3:39])[C:18]3[CH:23]=[N:22][C:21]([CH2:24][N:25]4[CH2:30][CH2:29][NH:28][C@@H:27]([CH3:38])[CH2:26]4)=[CH:20][CH:19]=3)=[O:16])[CH2:13][CH2:14]2)[CH:5]=[CH:6][CH:7]=1. (5) Reactant: I[C:2]1[CH:7]=[CH:6][C:5]([C:8]2[O:12][C:11]([C@@H:13]3[CH2:17][CH2:16][CH2:15][N:14]3[C:18]([O:20][C:21]([CH3:24])([CH3:23])[CH3:22])=[O:19])=[N:10][N:9]=2)=[CH:4][CH:3]=1.[B:25]1(B2OC(C)(C)C(C)(C)O2)[O:29]C(C)(C)C(C)(C)[O:26]1.CC([O-])=O.[K+].B(O)O. Product: [C:21]([O:20][C:18]([N:14]1[CH2:15][CH2:16][CH2:17][C@H:13]1[C:11]1[O:12][C:8]([C:5]2[CH:6]=[CH:7][C:2]([B:25]([OH:29])[OH:26])=[CH:3][CH:4]=2)=[N:9][N:10]=1)=[O:19])([CH3:24])([CH3:23])[CH3:22]. The catalyst class is: 77. (6) Reactant: C(OC([N:8]1[CH2:13][CH2:12][CH:11]([N:14]2[CH:18]=[CH:17][N:16]=[CH:15]2)[CH2:10][CH2:9]1)=O)(C)(C)C. Product: [N:14]1([CH:11]2[CH2:12][CH2:13][NH:8][CH2:9][CH2:10]2)[CH:18]=[CH:17][N:16]=[CH:15]1. The catalyst class is: 295. (7) Reactant: [Cl:1][C:2]1[CH:7]=[CH:6][CH:5]=[CH:4][C:3]=1[S:8][CH2:9][CH:10](OCC)OCC. Product: [Cl:1][C:2]1[C:3]2[S:8][CH:9]=[CH:10][C:4]=2[CH:5]=[CH:6][CH:7]=1. The catalyst class is: 159. (8) Reactant: [F:1][C:2]1[CH:7]=[C:6]([N+:8]([O-])=O)[CH:5]=[CH:4][C:3]=1[N:11]1[CH:15]=[CH:14][CH:13]=[CH:12]1. Product: [F:1][C:2]1[CH:7]=[C:6]([CH:5]=[CH:4][C:3]=1[N:11]1[CH:15]=[CH:14][CH:13]=[CH:12]1)[NH2:8]. The catalyst class is: 707. (9) Reactant: Cl[CH2:2][C@@H:3]1[C@@H:8]2[CH2:9][CH2:10][C@@H:5]([CH:6]=[CH:7]2)[N:4]1[C@@H:11]([C:13]1[CH:18]=[CH:17][CH:16]=[CH:15][CH:14]=1)[CH3:12].[H-].[H-].[H-].[H-].[Li+].[Al+3]. Product: [CH3:2][C@@H:3]1[C@@H:8]2[CH2:9][CH2:10][C@@H:5]([CH:6]=[CH:7]2)[N:4]1[C@@H:11]([C:13]1[CH:14]=[CH:15][CH:16]=[CH:17][CH:18]=1)[CH3:12]. The catalyst class is: 1.